This data is from Catalyst prediction with 721,799 reactions and 888 catalyst types from USPTO. The task is: Predict which catalyst facilitates the given reaction. (1) Reactant: [CH:1]1([OH:5])[CH2:4][CH2:3][CH2:2]1.[C:6]1([CH3:16])[CH:11]=[CH:10][C:9]([S:12](Cl)(=[O:14])=[O:13])=[CH:8][CH:7]=1.Cl. Product: [CH3:16][C:6]1[CH:11]=[CH:10][C:9]([S:12]([O:5][CH:1]2[CH2:4][CH2:3][CH2:2]2)(=[O:14])=[O:13])=[CH:8][CH:7]=1. The catalyst class is: 17. (2) Reactant: [OH:1][C:2]([CH2:4][CH2:5][CH2:6][CH2:7][C@H:8]1[C@@H:16]2[C@@H:11]([NH:12][C:13]([NH:15]2)=[O:14])[CH2:10][S:9]1)=[O:3].C(N1C=CN=C1)(N1C=CN=C1)=O.C(=O)=O.O[N:33]1[C:37](=[O:38])[CH2:36][CH2:35][C:34]1=[O:39]. Product: [CH2:36]1[C:37](=[O:38])[N:33]([O:3][C:2]([CH2:4][CH2:5][CH2:6][CH2:7][C@@H:8]2[S:9][CH2:10][C@@H:11]3[NH:12][C:13]([NH:15][C@H:16]23)=[O:14])=[O:1])[C:34](=[O:39])[CH2:35]1. The catalyst class is: 3. (3) Reactant: [OH:1][CH2:2][CH:3]([O:5][CH:6]1[CH2:9][N:8]([C:10]([O:12][C:13]([CH3:16])([CH3:15])[CH3:14])=[O:11])[CH2:7]1)[CH3:4].[CH3:17][C:18]1[CH:23]=[CH:22][C:21]([S:24](Cl)(=[O:26])=[O:25])=[CH:20][CH:19]=1. Product: [S:24]([O:1][CH2:2][CH:3]([O:5][CH:6]1[CH2:9][N:8]([C:10]([O:12][C:13]([CH3:15])([CH3:14])[CH3:16])=[O:11])[CH2:7]1)[CH3:4])([C:21]1[CH:22]=[CH:23][C:18]([CH3:17])=[CH:19][CH:20]=1)(=[O:26])=[O:25]. The catalyst class is: 79. (4) Reactant: C([C:3]1[Se:7][CH:6]=[CH:5][CH:4]=1)=O.[Cl-].[Al+3].[Cl-].[Cl-].[Br:12]Br.[CH:14](OC)([O:17][CH3:18])[O:15][CH3:16].[NH4+].[Cl-]. Product: [Br:12][C:4]1[CH:5]=[C:6]([CH:14]([O:17][CH3:18])[O:15][CH3:16])[Se:7][CH:3]=1. The catalyst class is: 98.